Dataset: Reaction yield outcomes from USPTO patents with 853,638 reactions. Task: Predict the reaction yield, written as a fraction of the theoretical maximum amount of product (1.0 means a 100% yield; for example, 0.34 means a 34% yield). (1) The reactants are [CH3:1][N:2]([C:6]1[CH:25]=[CH:24][C:9]2[N:10]([CH2:17][CH:18]3[CH2:23][CH2:22][O:21][CH2:20][CH2:19]3)[C:11]([C:13]([F:16])([F:15])[F:14])=[N:12][C:8]=2[CH:7]=1)C(=O)C. The catalyst is CCO. The product is [CH3:1][NH:2][C:6]1[CH:25]=[CH:24][C:9]2[N:10]([CH2:17][CH:18]3[CH2:23][CH2:22][O:21][CH2:20][CH2:19]3)[C:11]([C:13]([F:14])([F:15])[F:16])=[N:12][C:8]=2[CH:7]=1. The yield is 1.00. (2) The reactants are [Br:1][C:2]1[CH:10]=[CH:9][C:5]([C:6]([OH:8])=[O:7])=[CH:4][C:3]=1[OH:11].S(=O)(=O)(O)O.[C:17](=O)([O-])[O-].[Na+].[Na+]. The catalyst is CO. The product is [Br:1][C:2]1[CH:10]=[CH:9][C:5]([C:6]([O:8][CH3:17])=[O:7])=[CH:4][C:3]=1[OH:11]. The yield is 0.890. (3) The reactants are [CH3:1][C:2]1[C:3]([C:14]2[CH:15]=[N:16][C:17]([CH3:20])=[CH:18][CH:19]=2)=[N:4][N:5]([C:8]2[CH:13]=[CH:12][CH:11]=[CH:10][CH:9]=2)[C:6]=1[NH2:7].C1(C2C=CC([CH2:30][O:31]C)=CC=2CN)CC1.[CH:35]1([O:39][C:40]2[CH:45]=[CH:44][C:43]([CH2:46][O:47][CH3:48])=[CH:42][C:41]=2[CH2:49][NH2:50])[CH2:38][CH2:37][CH2:36]1. No catalyst specified. The product is [CH:35]1([O:39][C:40]2[CH:45]=[CH:44][C:43]([CH2:46][O:47][CH3:48])=[CH:42][C:41]=2[CH2:49][NH:50][C:30]([NH:7][C:6]2[N:5]([C:8]3[CH:9]=[CH:10][CH:11]=[CH:12][CH:13]=3)[N:4]=[C:3]([C:14]3[CH:15]=[N:16][C:17]([CH3:20])=[CH:18][CH:19]=3)[C:2]=2[CH3:1])=[O:31])[CH2:36][CH2:37][CH2:38]1. The yield is 0.500.